Dataset: Full USPTO retrosynthesis dataset with 1.9M reactions from patents (1976-2016). Task: Predict the reactants needed to synthesize the given product. (1) Given the product [N:1]1([C:5]([C:7]2[CH:28]=[CH:27][C:10]([O:11][C:12]3[CH:13]=[C:14]([CH:18]=[C:19]([O:21][C@@H:22]([CH3:26])[CH2:23][O:24][CH3:25])[CH:20]=3)[C:15]([NH:44][C:39]3[CH:40]=[CH:41][NH:46][N:38]=3)=[O:17])=[C:9]([F:29])[CH:8]=2)=[O:6])[CH2:2][CH2:3][CH2:4]1, predict the reactants needed to synthesize it. The reactants are: [N:1]1([C:5]([C:7]2[CH:28]=[CH:27][C:10]([O:11][C:12]3[CH:13]=[C:14]([CH:18]=[C:19]([O:21][C@@H:22]([CH3:26])[CH2:23][O:24][CH3:25])[CH:20]=3)[C:15]([OH:17])=O)=[C:9]([F:29])[CH:8]=2)=[O:6])[CH2:4][CH2:3][CH2:2]1.CN(C(O[N:38]1[N:46]=N[C:40]2[CH:41]=CC=[N:44][C:39]1=2)=[N+](C)C)C.F[P-](F)(F)(F)(F)F.NC1C=CN(C(OC(C)(C)C)=O)N=1.CCN(C(C)C)C(C)C.FC(F)(F)C(O)=O.C(=O)([O-])[O-].[Na+].[Na+]. (2) Given the product [F:1][C:2]1[CH:3]=[CH:4][C:5]([C:8]2[C:9](=[O:10])[N:32]([C:27]3[CH:28]=[CH:29][CH:30]=[CH:31][N:26]=3)[C:11](=[O:24])[C:12]=2[C:13]2[CH:23]=[CH:22][C:16]3[O:17][CH2:18][C:19](=[O:21])[NH:20][C:15]=3[CH:14]=2)=[CH:6][CH:7]=1, predict the reactants needed to synthesize it. The reactants are: [F:1][C:2]1[CH:7]=[CH:6][C:5]([C:8]2[C:9](=O)[O:10][C:11](=[O:24])[C:12]=2[C:13]2[CH:23]=[CH:22][C:16]3[O:17][CH2:18][C:19](=[O:21])[NH:20][C:15]=3[CH:14]=2)=[CH:4][CH:3]=1.[N:26]1[CH:31]=[CH:30][CH:29]=[CH:28][C:27]=1[NH2:32]. (3) The reactants are: [CH3:1][O:2][CH2:3][C@@H:4]1[NH:10][CH2:9][C:8]2[CH:11]=[CH:12][C:13]([C:15]([O:17][CH3:18])=[O:16])=[CH:14][C:7]=2[O:6][CH2:5]1.[BH-](OC(C)=O)(OC(C)=O)O[C:21](C)=O.[Na+]. Given the product [CH3:1][O:2][CH2:3][C@@H:4]1[N:10]([CH3:21])[CH2:9][C:8]2[CH:11]=[CH:12][C:13]([C:15]([O:17][CH3:18])=[O:16])=[CH:14][C:7]=2[O:6][CH2:5]1, predict the reactants needed to synthesize it. (4) Given the product [CH2:1]([O:5][CH2:6][CH:7]1[O:9][CH2:8]1)[CH:2]1[O:4][CH2:3]1, predict the reactants needed to synthesize it. The reactants are: [CH2:1]([O:5][CH2:6][CH:7]=[CH2:8])[CH:2]1[O:4][CH2:3]1.[OH2:9].